Task: Predict the reactants needed to synthesize the given product.. Dataset: Full USPTO retrosynthesis dataset with 1.9M reactions from patents (1976-2016) Given the product [CH2:15]([O:9][C:4]1[CH:5]=[C:6]([F:8])[CH:7]=[C:2]([F:1])[C:3]=1[N+:10]([O-:12])=[O:11])[CH:14]=[CH2:19], predict the reactants needed to synthesize it. The reactants are: [F:1][C:2]1[C:3]([N+:10]([O-:12])=[O:11])=[C:4]([OH:9])[CH:5]=[C:6]([F:8])[CH:7]=1.F[C:14]1[CH:15]=C(O)C=C(F)[C:19]=1[N+]([O-])=O.C(Br)C=C.C(=O)([O-])[O-].[K+].[K+].